Dataset: Reaction yield outcomes from USPTO patents with 853,638 reactions. Task: Predict the reaction yield, written as a fraction of the theoretical maximum amount of product (1.0 means a 100% yield; for example, 0.34 means a 34% yield). (1) The reactants are CS([Cl:5])(=O)=O.O[CH2:7][CH2:8][CH2:9][C:10]1[N:11]=[N+:12]([O-:20])[C:13]2[CH:19]=[CH:18][CH:17]=[CH:16][C:14]=2[N:15]=1.CCN(CC)CC.[NH:28]1[CH2:33][CH2:32][O:31][CH2:30][CH2:29]1. The catalyst is C(Cl)Cl. The product is [ClH:5].[N:28]1([CH2:7][CH2:8][CH2:9][C:10]2[N:11]=[N+:12]([O-:20])[C:13]3[CH:19]=[CH:18][CH:17]=[CH:16][C:14]=3[N:15]=2)[CH2:33][CH2:32][O:31][CH2:30][CH2:29]1. The yield is 0.810. (2) The reactants are [Cl:1][C:2]1[CH:3]=[CH:4][C:5]2[NH:11][C:10]3[CH:12]=[CH:13][CH:14]=[CH:15][C:9]=3[C:8](=O)[NH:7][C:6]=2[CH:17]=1.P(Cl)(Cl)([Cl:20])=O.C([O-])([O-])=O.[Na+].[Na+]. The catalyst is C1C=CC=CC=1. The product is [Cl:1][C:2]1[CH:3]=[CH:4][C:5]2[NH:11][C:10]3[CH:12]=[CH:13][CH:14]=[CH:15][C:9]=3[C:8]([Cl:20])=[N:7][C:6]=2[CH:17]=1. The yield is 0.580. (3) The reactants are [CH3:1][C:2]1[CH:7]=[C:6]([CH3:8])[NH:5][C:4](=[O:9])[C:3]=1[CH2:10][NH:11][C:12]([C:14]1[CH:15]=[C:16]([C:30]2[CH:35]=[CH:34][CH:33]=[C:32]([CH:36]=O)[CH:31]=2)[CH:17]=[C:18]([N:21]([CH2:28][CH3:29])[CH:22]2[CH2:27][CH2:26][O:25][CH2:24][CH2:23]2)[C:19]=1[CH3:20])=[O:13].[NH:38]1[CH2:43][CH2:42][O:41][CH2:40][CH2:39]1.C(O)(=O)C.C(O[BH-](OC(=O)C)OC(=O)C)(=O)C.[Na+]. The catalyst is ClC(Cl)C.ClCCl. The product is [CH3:1][C:2]1[CH:7]=[C:6]([CH3:8])[NH:5][C:4](=[O:9])[C:3]=1[CH2:10][NH:11][C:12]([C:14]1[CH:15]=[C:16]([C:30]2[CH:35]=[CH:34][CH:33]=[C:32]([CH2:36][N:38]3[CH2:43][CH2:42][O:41][CH2:40][CH2:39]3)[CH:31]=2)[CH:17]=[C:18]([N:21]([CH2:28][CH3:29])[CH:22]2[CH2:23][CH2:24][O:25][CH2:26][CH2:27]2)[C:19]=1[CH3:20])=[O:13]. The yield is 0.650. (4) The reactants are Cl[C:2]1[C:3]2[CH:13]=[CH:12][C:11](=[O:14])[N:10]([C:15]3[C:20]([F:21])=[CH:19][CH:18]=[CH:17][C:16]=3[F:22])[C:4]=2[N:5]=[C:6]([S:8][CH3:9])[N:7]=1.[CH3:23][C:24]1[CH:32]=[CH:31][C:27]([C:28]([OH:30])=[O:29])=[CH:26][C:25]=1B1OC(C)(C)C(C)(C)O1.C([O-])([O-])=O.[K+].[K+]. The catalyst is COCCOC.O.C1C=CC([P]([Pd]([P](C2C=CC=CC=2)(C2C=CC=CC=2)C2C=CC=CC=2)([P](C2C=CC=CC=2)(C2C=CC=CC=2)C2C=CC=CC=2)[P](C2C=CC=CC=2)(C2C=CC=CC=2)C2C=CC=CC=2)(C2C=CC=CC=2)C2C=CC=CC=2)=CC=1. The product is [F:22][C:16]1[CH:17]=[CH:18][CH:19]=[C:20]([F:21])[C:15]=1[N:10]1[C:4]2[N:5]=[C:6]([S:8][CH3:9])[N:7]=[C:2]([C:25]3[CH:26]=[C:27]([CH:31]=[CH:32][C:24]=3[CH3:23])[C:28]([OH:30])=[O:29])[C:3]=2[CH:13]=[CH:12][C:11]1=[O:14]. The yield is 0.980.